Dataset: TCR-epitope binding with 47,182 pairs between 192 epitopes and 23,139 TCRs. Task: Binary Classification. Given a T-cell receptor sequence (or CDR3 region) and an epitope sequence, predict whether binding occurs between them. (1) The epitope is GTSGSPIIDK. The TCR CDR3 sequence is CSVFKNEQFF. Result: 0 (the TCR does not bind to the epitope). (2) The epitope is RIFTIGTVTLK. The TCR CDR3 sequence is CATSRAGAIETQYF. Result: 0 (the TCR does not bind to the epitope).